From a dataset of Peptide-MHC class II binding affinity with 134,281 pairs from IEDB. Regression. Given a peptide amino acid sequence and an MHC pseudo amino acid sequence, predict their binding affinity value. This is MHC class II binding data. (1) The peptide sequence is KFAEGRRGAAEVLVVK. The MHC is DRB3_0301 with pseudo-sequence DRB3_0301. The binding affinity (normalized) is 0. (2) The peptide sequence is RLGKEFIRCLALPFR. The MHC is DRB1_0801 with pseudo-sequence DRB1_0801. The binding affinity (normalized) is 0.546. (3) The peptide sequence is MMLVSVAGRVDGLELK. The MHC is HLA-DQA10102-DQB10501 with pseudo-sequence HLA-DQA10102-DQB10501. The binding affinity (normalized) is 0.509.